Predict the reactants needed to synthesize the given product. From a dataset of Full USPTO retrosynthesis dataset with 1.9M reactions from patents (1976-2016). (1) Given the product [CH2:1]([NH:3][C:4](=[O:26])[NH:5][C:6]1[N:11]=[CH:10][C:9]([C:28]2[CH:33]=[CH:32][N:31]=[C:30]([C:34]([O:36][CH3:37])=[O:35])[CH:29]=2)=[C:8]([C:15]2[S:16][CH:17]=[C:18]([C:20]3[CH:25]=[CH:24][CH:23]=[CH:22][N:21]=3)[N:19]=2)[CH:7]=1)[CH3:2], predict the reactants needed to synthesize it. The reactants are: [CH2:1]([NH:3][C:4](=[O:26])[NH:5][C:6]1[N:11]=[CH:10][C:9](B(O)O)=[C:8]([C:15]2[S:16][CH:17]=[C:18]([C:20]3[CH:25]=[CH:24][CH:23]=[CH:22][N:21]=3)[N:19]=2)[CH:7]=1)[CH3:2].Br[C:28]1[CH:33]=[CH:32][N:31]=[C:30]([C:34]([O:36][CH3:37])=[O:35])[CH:29]=1.C(=O)([O-])[O-].[K+].[K+]. (2) Given the product [CH3:30][O:29][C:26]1[CH:27]=[C:28]2[C:23](=[CH:24][C:25]=1[O:31][CH3:32])[N:22]=[CH:21][CH:20]=[C:19]2[O:15][C:12]1[CH:13]=[CH:14][C:9]([NH2:8])=[C:10]([CH3:17])[C:11]=1[CH3:16], predict the reactants needed to synthesize it. The reactants are: [H-].[Na+].CS(C)=O.Cl.[NH2:8][C:9]1[CH:14]=[CH:13][C:12]([OH:15])=[C:11]([CH3:16])[C:10]=1[CH3:17].Cl[C:19]1[C:28]2[C:23](=[CH:24][C:25]([O:31][CH3:32])=[C:26]([O:29][CH3:30])[CH:27]=2)[N:22]=[CH:21][CH:20]=1.